From a dataset of Forward reaction prediction with 1.9M reactions from USPTO patents (1976-2016). Predict the product of the given reaction. (1) Given the reactants [Br:1][C:2]1[N:7]=[C:6]([C:8]([CH3:12])([CH3:11])[C:9]#N)[CH:5]=[CH:4][CH:3]=1.[OH-:13].[Na+].C[OH:16], predict the reaction product. The product is: [Br:1][C:2]1[N:7]=[C:6]([C:8]([CH3:12])([CH3:11])[C:9]([OH:16])=[O:13])[CH:5]=[CH:4][CH:3]=1. (2) The product is: [I:1][C:2]1[CH:12]=[N:11][C:5]2[NH:6][CH2:7][CH2:8][NH:9][C:4]=2[CH:3]=1. Given the reactants [I:1][C:2]1[CH:12]=[N:11][C:5]2[NH:6][CH2:7][C:8](=O)[NH:9][C:4]=2[CH:3]=1.CC(C[AlH]CC(C)C)C, predict the reaction product. (3) Given the reactants [F:1][C:2]1[CH:3]=[C:4]([C:13]2[CH:18]=[CH:17][C:16]([NH:19][CH2:20][CH:21]3[CH2:26][CH2:25][N:24]([CH2:27][C:28]([F:31])([CH3:30])[CH3:29])[CH2:23][CH2:22]3)=[CH:15][CH:14]=2)[CH:5]=[CH:6][C:7]=1[C:8]([O:10]CC)=[O:9].O[Li].O, predict the reaction product. The product is: [F:1][C:2]1[CH:3]=[C:4]([C:13]2[CH:14]=[CH:15][C:16]([NH:19][CH2:20][CH:21]3[CH2:26][CH2:25][N:24]([CH2:27][C:28]([F:31])([CH3:29])[CH3:30])[CH2:23][CH2:22]3)=[CH:17][CH:18]=2)[CH:5]=[CH:6][C:7]=1[C:8]([OH:10])=[O:9]. (4) Given the reactants [C:1]([S:5][S:6][CH2:7][CH:8]([NH:12][C:13]([O:15][CH2:16][CH:17]([CH3:19])[CH3:18])=[O:14])[C:9]([OH:11])=O)([CH3:4])([CH3:3])[CH3:2].CN(C(ON1N=NC2C=CC=NC1=2)=[N+](C)C)C.F[P-](F)(F)(F)(F)F.CCN(C(C)C)C(C)C.[C:53]([N:60]1[CH2:65][CH2:64][CH:63]([NH2:66])[CH2:62][CH2:61]1)([O:55][C:56]([CH3:59])([CH3:58])[CH3:57])=[O:54], predict the reaction product. The product is: [C:1]([S:5][S:6][CH2:7][CH:8]([NH:12][C:13]([O:15][CH2:16][CH:17]([CH3:19])[CH3:18])=[O:14])[C:9]([NH:66][CH:63]1[CH2:62][CH2:61][N:60]([C:53]([O:55][C:56]([CH3:59])([CH3:58])[CH3:57])=[O:54])[CH2:65][CH2:64]1)=[O:11])([CH3:2])([CH3:3])[CH3:4]. (5) Given the reactants Cl[C:2]1[CH:7]=[C:6]([C:8]2[CH:13]=[C:12]([Br:14])[CH:11]=[CH:10][C:9]=2[CH3:15])[N:5]=[C:4]([NH2:16])[N:3]=1.[NH2:17][C:18]1[CH:23]=[CH:22][C:21]([CH2:24][CH2:25][CH2:26][CH2:27][OH:28])=[CH:20][CH:19]=1, predict the reaction product. The product is: [NH2:16][C:4]1[N:3]=[C:2]([NH:17][C:18]2[CH:19]=[CH:20][C:21]([CH2:24][CH2:25][CH2:26][CH2:27][OH:28])=[CH:22][CH:23]=2)[CH:7]=[C:6]([C:8]2[CH:13]=[C:12]([Br:14])[CH:11]=[CH:10][C:9]=2[CH3:15])[N:5]=1.